Task: Predict the product of the given reaction.. Dataset: Forward reaction prediction with 1.9M reactions from USPTO patents (1976-2016) (1) Given the reactants [NH2:1][CH2:2][C:3]1[CH:4]=[CH:5][C:6]([NH2:10])=[N:7][C:8]=1[CH3:9].[Cl:11][C:12]1[CH:13]=[N:14][C:15]2[C:20]([CH:21]=1)=[CH:19][C:18]([CH2:22][C:23]1[CH:24]=[C:25]([CH:29]=[CH:30][N:31]=1)[C:26](O)=[O:27])=[CH:17][C:16]=2[C:32]([O:34][CH3:35])=[O:33].CN(C(ON1N=NC2C=CC=NC1=2)=[N+](C)C)C.F[P-](F)(F)(F)(F)F.CCN(CC)CC, predict the reaction product. The product is: [NH2:10][C:6]1[N:7]=[C:8]([CH3:9])[C:3]([CH2:2][NH:1][C:26]([C:25]2[CH:29]=[CH:30][N:31]=[C:23]([CH2:22][C:18]3[CH:19]=[C:20]4[C:15](=[C:16]([C:32]([O:34][CH3:35])=[O:33])[CH:17]=3)[N:14]=[CH:13][C:12]([Cl:11])=[CH:21]4)[CH:24]=2)=[O:27])=[CH:4][CH:5]=1. (2) The product is: [OH:39][C@@H:37]([C:33]1[CH:34]=[C:35]2[C:30]([CH:29]=[CH:28][C:27](/[CH:26]=[CH:25]/[C@@:24]([CH2:41][OH:42])([CH3:40])[C:23]([NH:22][C@@H:18]([CH:19]([CH3:20])[CH3:21])[C:17]([NH:16][C@@H:14]([CH3:15])[C:13]([N:9]3[CH2:10][CH2:11][CH2:12][C@@H:7]([C:5]([OH:6])=[O:4])[NH:8]3)=[O:52])=[O:51])=[O:50])=[CH:36]2)=[CH:31][CH:32]=1)[CH3:38]. Given the reactants ClC(Cl)(Cl)C[O:4][C:5]([C@@H:7]1[CH2:12][CH2:11][CH2:10][N:9]([C:13](=[O:52])[C@@H:14]([NH:16][C:17](=[O:51])[C@@H:18]([NH:22][C:23](=[O:50])[C@:24]([C:41](C)(C)[O:42][SiH2]C(C)(C)C)([CH3:40])/[CH:25]=[CH:26]/[C:27]2[CH:36]=[C:35]3[C:30]([CH:31]=[CH:32][C:33]([C@H:37]([OH:39])[CH3:38])=[CH:34]3)=[CH:29][CH:28]=2)[CH:19]([CH3:21])[CH3:20])[CH3:15])[NH:8]1)=[O:6].O.[OH-].[Li+].Cl, predict the reaction product. (3) The product is: [CH2:11]([O:10][C:8](=[O:9])[C@@H:13]([O:15][CH2:16][CH3:17])[CH2:14][C:69]1[CH:70]=[CH:71][C:72]([O:30][CH2:31]/[CH:32]=[C:33](\[CH3:55])/[C:34]#[C:35][C:36]2[CH:41]=[CH:40][C:39]([C:42]3[CH:43]=[CH:44][C:45]([C:48]#[C:49]/[C:50](/[CH3:54])=[CH:51]/[CH2:52][O:53][C:22]4[CH:23]=[CH:24][C:19]([CH2:18][C@H:17]([O:26][CH2:27][CH3:28])[C:16]([O:15][CH2:13][CH3:14])=[O:29])=[CH:20][CH:21]=4)=[CH:46][CH:47]=3)=[CH:38][CH:37]=2)=[CH:73][CH:74]=1)[CH3:12]. Given the reactants N([C:8]([O:10][CH2:11][CH3:12])=[O:9])=N[C:8]([O:10][CH2:11][CH3:12])=[O:9].[CH2:13]([O:15][C:16](=[O:29])[C@@H:17]([O:26][CH2:27][CH3:28])[CH2:18][C:19]1[CH:24]=[CH:23][C:22](O)=[CH:21][CH:20]=1)[CH3:14].[OH:30][CH2:31]/[CH:32]=[C:33](\[CH3:55])/[C:34]#[C:35][C:36]1[CH:41]=[CH:40][C:39]([C:42]2[CH:47]=[CH:46][C:45]([C:48]#[C:49]/[C:50](/[CH3:54])=[CH:51]/[CH2:52][OH:53])=[CH:44][CH:43]=2)=[CH:38][CH:37]=1.[C:69]1(P([C:69]2[CH:74]=[CH:73][CH:72]=[CH:71][CH:70]=2)[C:69]2[CH:74]=[CH:73][CH:72]=[CH:71][CH:70]=2)[CH:74]=[CH:73][CH:72]=[CH:71][CH:70]=1, predict the reaction product.